This data is from Full USPTO retrosynthesis dataset with 1.9M reactions from patents (1976-2016). The task is: Predict the reactants needed to synthesize the given product. Given the product [F:2][C:3]1[CH:4]=[CH:5][C:6]([C:15]([F:18])([F:16])[F:17])=[C:7]([CH:9]2[CH2:10][CH2:11][N:12]([C:35]([C:34]3[C:28]4[CH2:27][N:26]([C:24]([O:23][C:19]([CH3:22])([CH3:21])[CH3:20])=[O:25])[CH2:31][CH2:30][C:29]=4[NH:32][N:33]=3)=[O:36])[CH2:13][CH2:14]2)[CH:8]=1, predict the reactants needed to synthesize it. The reactants are: Cl.[F:2][C:3]1[CH:4]=[CH:5][C:6]([C:15]([F:18])([F:17])[F:16])=[C:7]([CH:9]2[CH2:14][CH2:13][NH:12][CH2:11][CH2:10]2)[CH:8]=1.[C:19]([O:23][C:24]([N:26]1[CH2:31][CH2:30][C:29]2[NH:32][N:33]=[C:34]([C:35](O)=[O:36])[C:28]=2[CH2:27]1)=[O:25])([CH3:22])([CH3:21])[CH3:20].C(N(C(C)C)CC)(C)C.CCN=C=NCCCN(C)C.C1C=CC2N(O)N=NC=2C=1.